Dataset: NCI-60 drug combinations with 297,098 pairs across 59 cell lines. Task: Regression. Given two drug SMILES strings and cell line genomic features, predict the synergy score measuring deviation from expected non-interaction effect. (1) Drug 1: COC1=CC(=CC(=C1O)OC)C2C3C(COC3=O)C(C4=CC5=C(C=C24)OCO5)OC6C(C(C7C(O6)COC(O7)C8=CC=CS8)O)O. Drug 2: CC1C(C(CC(O1)OC2CC(CC3=C2C(=C4C(=C3O)C(=O)C5=CC=CC=C5C4=O)O)(C(=O)C)O)N)O. Cell line: HS 578T. Synergy scores: CSS=44.9, Synergy_ZIP=-7.25, Synergy_Bliss=-8.66, Synergy_Loewe=-4.14, Synergy_HSA=-2.30. (2) Drug 1: CN1CCC(CC1)COC2=C(C=C3C(=C2)N=CN=C3NC4=C(C=C(C=C4)Br)F)OC. Drug 2: C1=CC(=CC=C1CCC2=CNC3=C2C(=O)NC(=N3)N)C(=O)NC(CCC(=O)O)C(=O)O. Cell line: HL-60(TB). Synergy scores: CSS=63.8, Synergy_ZIP=11.0, Synergy_Bliss=9.03, Synergy_Loewe=-17.6, Synergy_HSA=5.40. (3) Drug 1: CC1=C2C(C(=O)C3(C(CC4C(C3C(C(C2(C)C)(CC1OC(=O)C(C(C5=CC=CC=C5)NC(=O)C6=CC=CC=C6)O)O)OC(=O)C7=CC=CC=C7)(CO4)OC(=O)C)O)C)OC(=O)C. Drug 2: C1CCC(C(C1)N)N.C(=O)(C(=O)[O-])[O-].[Pt+4]. Cell line: MOLT-4. Synergy scores: CSS=85.2, Synergy_ZIP=12.6, Synergy_Bliss=10.6, Synergy_Loewe=10.3, Synergy_HSA=11.6. (4) Drug 1: CC1OCC2C(O1)C(C(C(O2)OC3C4COC(=O)C4C(C5=CC6=C(C=C35)OCO6)C7=CC(=C(C(=C7)OC)O)OC)O)O. Drug 2: C1=CC=C(C(=C1)C(C2=CC=C(C=C2)Cl)C(Cl)Cl)Cl. Cell line: NCI/ADR-RES. Synergy scores: CSS=0.454, Synergy_ZIP=0.381, Synergy_Bliss=2.45, Synergy_Loewe=2.81, Synergy_HSA=1.51.